From a dataset of Forward reaction prediction with 1.9M reactions from USPTO patents (1976-2016). Predict the product of the given reaction. Given the reactants Br[C:2]1[CH:9]=[CH:8][C:5]([C:6]#[N:7])=[CH:4][C:3]=1[Cl:10].[Cl-].[C:12]([O:16][C:17](=[O:20])[CH2:18][Zn+])([CH3:15])([CH3:14])[CH3:13].C1(P(C2CCCCC2)C2C=CC=CC=2C2C(N(C)C)=CC=CC=2)CCCCC1, predict the reaction product. The product is: [Cl:10][C:3]1[CH:4]=[C:5]([C:6]#[N:7])[CH:8]=[CH:9][C:2]=1[CH2:18][C:17]([O:16][C:12]([CH3:15])([CH3:14])[CH3:13])=[O:20].